Task: Regression. Given a peptide amino acid sequence and an MHC pseudo amino acid sequence, predict their binding affinity value. This is MHC class I binding data.. Dataset: Peptide-MHC class I binding affinity with 185,985 pairs from IEDB/IMGT (1) The peptide sequence is FLLNISYLCH. The MHC is HLA-A33:01 with pseudo-sequence HLA-A33:01. The binding affinity (normalized) is 0.846. (2) The peptide sequence is LVTGAGSGF. The MHC is HLA-A80:01 with pseudo-sequence HLA-A80:01. The binding affinity (normalized) is 0.0847. (3) The peptide sequence is MALMKLAAL. The MHC is HLA-A02:06 with pseudo-sequence HLA-A02:06. The binding affinity (normalized) is 0.505. (4) The peptide sequence is LIITKVFSF. The MHC is HLA-A32:01 with pseudo-sequence HLA-A32:01. The binding affinity (normalized) is 0.591. (5) The peptide sequence is KALGPAATL. The MHC is HLA-B35:03 with pseudo-sequence HLA-B35:03. The binding affinity (normalized) is 0.0954. (6) The peptide sequence is GAIDLCRHF. The MHC is HLA-B15:01 with pseudo-sequence HLA-B15:01. The binding affinity (normalized) is 0.559. (7) The MHC is HLA-A03:01 with pseudo-sequence HLA-A03:01. The peptide sequence is TVDHMAIIK. The binding affinity (normalized) is 0.124. (8) The peptide sequence is SLSLGAHQK. The MHC is HLA-A03:01 with pseudo-sequence HLA-A03:01. The binding affinity (normalized) is 0.685. (9) The peptide sequence is IIVDSQYVM. The MHC is HLA-A02:01 with pseudo-sequence HLA-A02:01. The binding affinity (normalized) is 0.379.